Dataset: Full USPTO retrosynthesis dataset with 1.9M reactions from patents (1976-2016). Task: Predict the reactants needed to synthesize the given product. (1) Given the product [Cl:1][C:2]1[CH:7]=[C:6]([CH2:8][N:9]2[C:13]([CH3:14])=[CH:12][C:11]([C:15]([O:17][CH2:18][CH3:19])=[O:16])=[N:10]2)[C:5]2[O:20][C:29]([C:26]3[CH:27]=[CH:28][C:23]([Cl:22])=[CH:24][CH:25]=3)=[CH:30][C:4]=2[CH:3]=1, predict the reactants needed to synthesize it. The reactants are: [Cl:1][C:2]1[CH:3]=[C:4](I)[C:5]([OH:20])=[C:6]([CH2:8][N:9]2[C:13]([CH3:14])=[CH:12][C:11]([C:15]([O:17][CH2:18][CH3:19])=[O:16])=[N:10]2)[CH:7]=1.[Cl:22][C:23]1[CH:28]=[CH:27][C:26]([C:29]#[CH:30])=[CH:25][CH:24]=1. (2) Given the product [Si:1]([O:8][CH2:9][CH2:10][CH2:11][N:12]1[C:21](=[O:22])[C:20]2[C:15](=[CH:16][CH:17]=[C:18]([O:23][C:24]([F:26])([F:27])[F:25])[CH:19]=2)[N:14]([CH3:29])[C:13]1=[O:28])([C:4]([CH3:7])([CH3:5])[CH3:6])([CH3:3])[CH3:2], predict the reactants needed to synthesize it. The reactants are: [Si:1]([O:8][CH2:9][CH2:10][CH2:11][N:12]1[C:21](=[O:22])[C:20]2[C:15](=[CH:16][CH:17]=[C:18]([O:23][C:24]([F:27])([F:26])[F:25])[CH:19]=2)[NH:14][C:13]1=[O:28])([C:4]([CH3:7])([CH3:6])[CH3:5])([CH3:3])[CH3:2].[C:29]([O-])([O-])=O.[K+].[K+].CI. (3) Given the product [Si:10]([O:29][CH2:28][CH2:27][NH:26][CH2:24][CH3:25])([C:6]([CH3:9])([CH3:8])[CH3:7])([C:17]1[CH:22]=[CH:21][CH:20]=[CH:19][CH:18]=1)[C:11]1[CH:16]=[CH:15][CH:14]=[CH:13][CH:12]=1, predict the reactants needed to synthesize it. The reactants are: N1C=CN=C1.[C:6]([Si:10](Cl)([C:17]1[CH:22]=[CH:21][CH:20]=[CH:19][CH:18]=1)[C:11]1[CH:16]=[CH:15][CH:14]=[CH:13][CH:12]=1)([CH3:9])([CH3:8])[CH3:7].[CH2:24]([NH:26][CH2:27][CH2:28][OH:29])[CH3:25]. (4) Given the product [S:1]1[C:5](/[CH:6]=[C:7](\[C:10]2[CH:11]=[C:12]([O:20][CH3:21])[C:13]([O:18][CH3:19])=[C:14]([O:16][CH3:17])[CH:15]=2)/[C:8]#[N:9])=[CH:4][C:3]2[CH:22]=[CH:23][CH:24]=[CH:25][C:2]1=2, predict the reactants needed to synthesize it. The reactants are: [S:1]1[C:5](/[CH:6]=[C:7](/[C:10]2[CH:15]=[C:14]([O:16][CH3:17])[C:13]([O:18][CH3:19])=[C:12]([O:20][CH3:21])[CH:11]=2)\[C:8]#[N:9])=[CH:4][C:3]2[CH:22]=[CH:23][CH:24]=[CH:25][C:2]1=2. (5) Given the product [C:9]([CH:2]([NH:1][C:34]([CH:33]([NH:37][C:38](=[O:79])[CH:39]([NH:48][C:49](=[O:78])[CH:50]([SH:58])[CH2:51][C:52]1[CH:53]=[CH:54][CH:55]=[CH:56][CH:57]=1)[CH2:40][C:41]([OH:43])=[O:42])[CH2:32][C:25]1[C:26]2[C:31](=[CH:30][CH:29]=[CH:28][CH:27]=2)[NH:23][CH:24]=1)=[O:35])[CH2:3][OH:4])([OH:11])=[O:10], predict the reactants needed to synthesize it. The reactants are: [NH2:1][C@H:2]([C:9]([O:11]C(C)(C)C)=[O:10])[CH2:3][O:4]C(C)(C)C.C(OC([N:23]1[C:31]2[C:26](=[CH:27][CH:28]=[CH:29][CH:30]=2)[C:25]([CH2:32][CH:33]([NH:37][C:38](=[O:79])[CH:39]([NH:48][C:49](=[O:78])[CH:50]([S:58]C(C2C=CC=CC=2)(C2C=CC=CC=2)C2C=CC=CC=2)[CH2:51][C:52]2[CH:57]=[CH:56][CH:55]=[CH:54][CH:53]=2)[CH2:40][C:41]([O:43]C(C)(C)C)=[O:42])[C:34](O)=[O:35])=[CH:24]1)=O)(C)(C)C.